Dataset: Reaction yield outcomes from USPTO patents with 853,638 reactions. Task: Predict the reaction yield, written as a fraction of the theoretical maximum amount of product (1.0 means a 100% yield; for example, 0.34 means a 34% yield). The yield is 0.890. The catalyst is CC(C)CC(=O)C. The reactants are OC1C=CC(C(C2C=CC=CC=2)=O)=CC=1.BrCCCCl.C(=O)([O-])[O-].[K+].[K+].Cl[CH2:28][CH2:29][CH2:30][O:31][C:32]1[CH:45]=[CH:44][C:35]([C:36]([C:38]2[CH:43]=[CH:42][CH:41]=[CH:40][CH:39]=2)=[O:37])=[CH:34][CH:33]=1.C(C1C=CC(OCCCOC2C=CC(C(=O)C3C=CC=CC=3)=CC=2)=CC=1)(=O)C1C=CC=CC=1.[NH:79]([CH2:83][CH2:84][OH:85])[CH2:80][CH2:81][OH:82].[I-].[Na+]. The product is [OH:82][CH2:81][CH2:80][N:79]([CH2:83][CH2:84][OH:85])[CH2:28][CH2:29][CH2:30][O:31][C:32]1[CH:45]=[CH:44][C:35]([C:36]([C:38]2[CH:43]=[CH:42][CH:41]=[CH:40][CH:39]=2)=[O:37])=[CH:34][CH:33]=1.